Dataset: Catalyst prediction with 721,799 reactions and 888 catalyst types from USPTO. Task: Predict which catalyst facilitates the given reaction. Reactant: [CH3:1][C:2]1[C:3]([C:8]([O:10][CH3:11])=[O:9])=[N:4][CH:5]=[CH:6][CH:7]=1.[ClH:12]. Product: [ClH:12].[CH3:1][C@@H:2]1[CH2:7][CH2:6][CH2:5][NH:4][C@@H:3]1[C:8]([O:10][CH3:11])=[O:9]. The catalyst class is: 19.